This data is from Forward reaction prediction with 1.9M reactions from USPTO patents (1976-2016). The task is: Predict the product of the given reaction. (1) Given the reactants [Br-:1].[Br:2][CH2:3][CH2:4][CH2:5][CH2:6][N+:7]([CH3:17])([CH3:16])[CH2:8][CH2:9][CH2:10][C:11]([O:13][CH2:14][CH3:15])=[O:12].[CH3:18][C:19]1[C:28]2[C:23](=[CH:24][CH:25]=[CH:26][CH:27]=2)[N:22]=[CH:21][CH:20]=1, predict the reaction product. The product is: [Br-:2].[Br-:1].[CH3:16][N+:7]([CH3:17])([CH2:8][CH2:9][CH2:10][C:11]([O:13][CH2:14][CH3:15])=[O:12])[CH2:6][CH2:5][CH2:4][CH2:3][N+:22]1[C:23]2[C:28](=[CH:27][CH:26]=[CH:25][CH:24]=2)[C:19]([CH3:18])=[CH:20][CH:21]=1. (2) Given the reactants [N:1]1[C:5]2[CH:6]=[CH:7][CH:8]=[CH:9][C:4]=2[NH:3][C:2]=1[C:10]([OH:12])=O.CN(C(ON1N=[N:28][C:23]2[CH:24]=[CH:25][CH:26]=[CH:27][C:22]1=2)=[N+](C)C)C.[B-](F)(F)(F)F.[CH:35]1[CH:36]=[CH:37]C2N(O)N=[N:41][C:39]=2[CH:40]=1.[CH3:45]CN(C(C)C)C(C)C.[OH2:54], predict the reaction product. The product is: [N:41]1[CH:37]=[CH:36][CH:35]=[C:40]([O:54][C:25]2[CH:24]=[C:23]([NH:28][C:10]([C:2]3[NH:1][C:5]4[CH:6]=[CH:7][C:8]([CH3:45])=[CH:9][C:4]=4[N:3]=3)=[O:12])[CH:22]=[CH:27][CH:26]=2)[CH:39]=1. (3) Given the reactants [CH:1]([CH:3]([C:5]1[C:14]2[C:9](=[CH:10][CH:11]=[CH:12][CH:13]=2)[CH:8]=[CH:7][CH:6]=1)[OH:4])=[CH2:2].[Cr](Cl)([O-])(=O)=O.[NH+]1C=CC=CC=1, predict the reaction product. The product is: [C:3]([C:5]1[C:14]2[C:9](=[CH:10][CH:11]=[CH:12][CH:13]=2)[CH:8]=[CH:7][CH:6]=1)(=[O:4])[CH:1]=[CH2:2].